Task: Predict which catalyst facilitates the given reaction.. Dataset: Catalyst prediction with 721,799 reactions and 888 catalyst types from USPTO (1) Reactant: [F:1][C:2]([F:34])([F:33])[C:3]1[CH:28]=[C:27]([C:29]([F:32])([F:31])[F:30])[CH:26]=[CH:25][C:4]=1[CH2:5][O:6][C:7]1[CH:12]=[CH:11][C:10](/[CH:13]=[C:14]2/[C:15]([NH:20][CH3:21])=[N:16][C:17](=[O:19])[S:18]/2)=[CH:9][C:8]=1[N+:22]([O-])=O.C(O)(=O)C. Product: [NH2:22][C:8]1[CH:9]=[C:10](/[CH:13]=[C:14]2/[C:15]([NH:20][CH3:21])=[N:16][C:17](=[O:19])[S:18]/2)[CH:11]=[CH:12][C:7]=1[O:6][CH2:5][C:4]1[CH:25]=[CH:26][C:27]([C:29]([F:30])([F:31])[F:32])=[CH:28][C:3]=1[C:2]([F:1])([F:33])[F:34]. The catalyst class is: 738. (2) Reactant: [Si]([O:8][C:9]1[CH:14]=[C:13]([CH2:15][N:16]([CH:49]2[CH2:51][CH2:50]2)[C:17](=[O:48])[CH:18]([CH2:28][C:29]2[CH:34]=[CH:33][C:32]([O:35][CH2:36][CH2:37][O:38][C:39]3[C:44]([Cl:45])=[CH:43][C:42]([CH3:46])=[CH:41][C:40]=3[Cl:47])=[CH:31][CH:30]=2)[CH2:19][NH:20]C(=O)OC(C)(C)C)[CH:12]=[C:11]([CH2:52][CH2:53][CH2:54][O:55][CH3:56])[N:10]=1)(C(C)(C)C)(C)C.Cl. The catalyst class is: 2. Product: [NH2:20][CH2:19][CH:18]([CH2:28][C:29]1[CH:34]=[CH:33][C:32]([O:35][CH2:36][CH2:37][O:38][C:39]2[C:40]([Cl:47])=[CH:41][C:42]([CH3:46])=[CH:43][C:44]=2[Cl:45])=[CH:31][CH:30]=1)[C:17]([N:16]([CH:49]1[CH2:50][CH2:51]1)[CH2:15][C:13]1[CH:12]=[C:11]([CH2:52][CH2:53][CH2:54][O:55][CH3:56])[N:10]=[C:9]([OH:8])[CH:14]=1)=[O:48]. (3) Reactant: S(=O)(=O)(O)O.[Cl:6][C:7]1[C:8]([CH3:20])=[N:9][N:10]([C:12]2[CH:18]=[CH:17][CH:16]=[C:15]([CH3:19])[C:13]=2N)[CH:11]=1.Cl.N([O-])=O.[Na+].[I-:26].[K+]. Product: [Cl:6][C:7]1[C:8]([CH3:20])=[N:9][N:10]([C:12]2[CH:18]=[CH:17][CH:16]=[C:15]([CH3:19])[C:13]=2[I:26])[CH:11]=1. The catalyst class is: 238. (4) Reactant: [C:1]([C:3]1[CH:4]=[C:5]([C:13]([OH:15])=O)[CH:6]=[N:7][C:8]=1[O:9][CH2:10][CH2:11][CH3:12])#[N:2].CN(C(ON1N=NC2C=CC=NC1=2)=[N+](C)C)C.F[P-](F)(F)(F)(F)F.CCN(C(C)C)C(C)C.O[NH:50][C:51](=[NH:70])[C:52]1[CH:69]=[CH:68][C:55]2[CH2:56][CH2:57][N:58]([C:61]([O:63][C:64]([CH3:67])([CH3:66])[CH3:65])=[O:62])[CH2:59][CH2:60][C:54]=2[CH:53]=1. Product: [C:1]([C:3]1[CH:4]=[C:5]([C:13]2[O:15][N:50]=[C:51]([C:52]3[CH:69]=[CH:68][C:55]4[CH2:56][CH2:57][N:58]([C:61]([O:63][C:64]([CH3:65])([CH3:66])[CH3:67])=[O:62])[CH2:59][CH2:60][C:54]=4[CH:53]=3)[N:70]=2)[CH:6]=[N:7][C:8]=1[O:9][CH2:10][CH2:11][CH3:12])#[N:2]. The catalyst class is: 3. (5) Reactant: [Cl:1][C:2]1[N:3]=[CH:4][N:5]([C:7]2[CH:12]=[CH:11][C:10]([NH:13][C:14]3[N:15]=[C:16]([N:29]4[CH2:32][C:31]5(OCC[O:33]5)[CH2:30]4)[C:17]4[CH2:22][CH2:21][CH:20]([C:23]5[CH:28]=[CH:27][CH:26]=[CH:25][CH:24]=5)[C:18]=4[N:19]=3)=[CH:9][C:8]=2[O:37][CH3:38])[CH:6]=1.O. Product: [Cl:1][C:2]1[N:3]=[CH:4][N:5]([C:7]2[CH:12]=[CH:11][C:10]([NH:13][C:14]3[N:15]=[C:16]([N:29]4[CH2:30][C:31](=[O:33])[CH2:32]4)[C:17]4[CH2:22][CH2:21][CH:20]([C:23]5[CH:28]=[CH:27][CH:26]=[CH:25][CH:24]=5)[C:18]=4[N:19]=3)=[CH:9][C:8]=2[O:37][CH3:38])[CH:6]=1. The catalyst class is: 21.